Dataset: Full USPTO retrosynthesis dataset with 1.9M reactions from patents (1976-2016). Task: Predict the reactants needed to synthesize the given product. (1) Given the product [CH:1]([C:4]12[CH2:13][CH:8]([C:9]([CH3:12])([CH3:11])[CH2:10]1)[C:7]([CH3:21])=[CH:6][CH2:5]2)([CH3:3])[CH3:2], predict the reactants needed to synthesize it. The reactants are: [CH:1]([C:4]12[CH2:13][CH:8]([C:9]([CH3:12])([CH3:11])[CH2:10]1)[CH:7](O)[CH2:6][CH2:5]2)([CH3:3])[CH3:2].OS([O-])(=O)=O.[K+].[C:21]1(C)C=CC=CC=1. (2) Given the product [C:1]([O:5][C:6]([N:8]1[CH2:13][CH2:12][N:11]([C:14]2[CH:19]=[CH:18][C:17]([C:38]3[CH:37]=[CH:16][CH:15]=[CH:14][N:11]=3)=[CH:16][C:15]=2[CH:21]2[CH2:26][C:25]([CH3:28])([CH3:27])[CH2:24][C:23]([CH3:30])([CH3:29])[CH2:22]2)[CH2:10][CH2:9]1)=[O:7])([CH3:4])([CH3:3])[CH3:2], predict the reactants needed to synthesize it. The reactants are: [C:1]([O:5][C:6]([N:8]1[CH2:13][CH2:12][N:11]([C:14]2[CH:19]=[CH:18][C:17](Br)=[CH:16][C:15]=2[CH:21]2[CH2:26][C:25]([CH3:28])([CH3:27])[CH2:24][C:23]([CH3:30])([CH3:29])[CH2:22]2)[CH2:10][CH2:9]1)=[O:7])([CH3:4])([CH3:3])[CH3:2].[F-].[Cs+].O1[CH2:38][CH2:37]OCC1. (3) Given the product [C:3]([O:6][NH:7][C:8]([N:10]1[C:18]2[C:13](=[CH:14][CH:15]=[CH:16][CH:17]=2)[CH:12]=[C:11]1[C:19]1[C:20]([OH:31])=[C:21]([C:25]2[CH:30]=[CH:29][CH:28]=[CH:27][CH:26]=2)[CH:22]=[CH:23][CH:24]=1)=[NH:9])(=[O:5])[CH3:4], predict the reactants needed to synthesize it. The reactants are: NO.[CH2:3]([OH:5])[CH3:4].[OH:6][NH:7][C:8]([N:10]1[C:18]2[C:13](=[CH:14][CH:15]=[CH:16][CH:17]=2)[CH:12]=[C:11]1[C:19]1[C:20]([OH:31])=[C:21]([C:25]2[CH:30]=[CH:29][CH:28]=[CH:27][CH:26]=2)[CH:22]=[CH:23][CH:24]=1)=[NH:9].C(OC(=O)C)(=O)C. (4) Given the product [C:1]([O:5][C:6]([N:8]1[CH2:9][C@@H:10]([O:38][CH2:39][C@H:40]2[CH2:41][O:42]2)[C@H:11]([C:28]2[CH:33]=[CH:32][C:31]([O:34][CH2:35][CH:36]=[CH2:37])=[CH:30][CH:29]=2)[C@@H:12]([O:14][CH2:15][C:16]2[CH:25]=[C:24]([O:26][CH3:27])[C:23]3[C:18](=[CH:19][CH:20]=[CH:21][CH:22]=3)[CH:17]=2)[CH2:13]1)=[O:7])([CH3:2])([CH3:4])[CH3:3], predict the reactants needed to synthesize it. The reactants are: [C:1]([O:5][C:6]([N:8]1[CH2:13][C@H:12]([O:14][CH2:15][C:16]2[CH:25]=[C:24]([O:26][CH3:27])[C:23]3[C:18](=[CH:19][CH:20]=[CH:21][CH:22]=3)[CH:17]=2)[C@@H:11]([C:28]2[CH:33]=[CH:32][C:31]([O:34][CH2:35][CH:36]=[CH2:37])=[CH:30][CH:29]=2)[C@H:10]([O:38][CH2:39][C@H:40](O)[CH2:41][O:42]S(C2C=CC(C)=CC=2)(=O)=O)[CH2:9]1)=[O:7])([CH3:4])([CH3:3])[CH3:2].[OH-].[Na+]. (5) Given the product [CH3:19][C:15]1[CH:16]=[C:17]([CH3:18])[N:13]([C:6]2[CH:7]=[CH:8][C:9]([O:11][CH3:12])=[CH:10][C:5]=2[CH2:4][NH2:1])[N:14]=1, predict the reactants needed to synthesize it. The reactants are: [N:1]([CH2:4][C:5]1[CH:10]=[C:9]([O:11][CH3:12])[CH:8]=[CH:7][C:6]=1[N:13]1[C:17]([CH3:18])=[CH:16][C:15]([CH3:19])=[N:14]1)=[N+]=[N-].[H-].[H-].[H-].[H-].[Li+].[Al+3].